Dataset: Full USPTO retrosynthesis dataset with 1.9M reactions from patents (1976-2016). Task: Predict the reactants needed to synthesize the given product. (1) Given the product [Cl:1][C:2]1[NH:3][N:4]2[C:11]([CH:12]3[CH2:17][CH2:16][O:15][CH2:14][CH2:13]3)=[N:10][CH:9]=[C:5]2[C:6](=[O:18])[N:7]=1, predict the reactants needed to synthesize it. The reactants are: [Cl:1][C:2]1[N:7]=[C:6](Cl)[C:5]2=[CH:9][N:10]=[C:11]([CH:12]3[CH2:17][CH2:16][O:15][CH2:14][CH2:13]3)[N:4]2[N:3]=1.[OH-:18].[K+].Cl. (2) The reactants are: C(OC(=O)[NH:7][C@H:8]1[CH2:13][CH2:12][C@@H:11]([CH2:14][CH2:15][NH:16][C:17]([O:19][CH2:20][C:21]2[CH:26]=[CH:25][CH:24]=[CH:23][CH:22]=2)=[O:18])[CH2:10][CH2:9]1)(C)(C)C. Given the product [CH2:20]([O:19][C:17](=[O:18])[NH:16][CH2:15][CH2:14][C@H:11]1[CH2:10][CH2:9][C@@H:8]([NH2:7])[CH2:13][CH2:12]1)[C:21]1[CH:22]=[CH:23][CH:24]=[CH:25][CH:26]=1, predict the reactants needed to synthesize it. (3) Given the product [ClH:19].[ClH:18].[CH2:1]([C:3]1[C:12]2[C:7](=[CH:8][C:9]([O:15][CH3:16])=[C:10]([O:13][CH3:14])[CH:11]=2)[C:6]([CH2:20][C:21]2[C:22]([NH:33][CH2:34][C:35]([F:38])([F:36])[F:37])=[N:23][C:24]3[C:29]([CH:30]=2)=[CH:28][C:27]([O:31][CH3:32])=[CH:26][CH:25]=3)=[C:5]([OH:17])[N:4]=1)[CH3:2], predict the reactants needed to synthesize it. The reactants are: [CH2:1]([C:3]1[C:12]2[C:7](=[CH:8][C:9]([O:15][CH3:16])=[C:10]([O:13][CH3:14])[CH:11]=2)[CH:6]=[C:5]([OH:17])[N:4]=1)[CH3:2].[ClH:18].[Cl:19][CH2:20][C:21]1[C:22]([NH:33][CH2:34][C:35]([F:38])([F:37])[F:36])=[N:23][C:24]2[C:29]([CH:30]=1)=[CH:28][C:27]([O:31][CH3:32])=[CH:26][CH:25]=2.[Li+].[OH-]. (4) The reactants are: [CH:1]1([C:6]2[N:7]=[C:8]([OH:16])[C:9]3[S:15][CH2:14][CH2:13][CH2:12][C:10]=3[N:11]=2)[CH2:5][CH2:4][CH2:3][CH2:2]1.C(N(CC)CC)C.[F:24][C:25]([F:31])([F:30])[S:26](O)(=[O:28])=[O:27]. Given the product [F:24][C:25]([F:31])([F:30])[S:26]([O:16][C:8]1[C:9]2[S:15][CH2:14][CH2:13][CH2:12][C:10]=2[N:11]=[C:6]([CH:1]2[CH2:2][CH2:3][CH2:4][CH2:5]2)[N:7]=1)(=[O:28])=[O:27], predict the reactants needed to synthesize it. (5) Given the product [OH:8][C:9]1[C:14](=[O:15])[C:13]([CH:16]([OH:21])[C:17]([F:20])([F:18])[F:19])=[CH:12][N:11]([CH3:22])[C:10]=1[CH3:23], predict the reactants needed to synthesize it. The reactants are: C([O:8][C:9]1[C:14](=[O:15])[C:13]([CH:16]([OH:21])[C:17]([F:20])([F:19])[F:18])=[CH:12][N:11]([CH3:22])[C:10]=1[CH3:23])C1C=CC=CC=1. (6) Given the product [CH3:29][Si:28]([C:26]#[C:27][C:2]1[NH:6][C:5]([C@@H:7]2[CH2:11][CH2:10][CH2:9][N:8]2[C:12]([O:14][C:15]([CH3:18])([CH3:17])[CH3:16])=[O:13])=[N:4][CH:3]=1)([CH3:31])[CH3:30], predict the reactants needed to synthesize it. The reactants are: I[C:2]1[NH:6][C:5]([C@@H:7]2[CH2:11][CH2:10][CH2:9][N:8]2[C:12]([O:14][C:15]([CH3:18])([CH3:17])[CH3:16])=[O:13])=[N:4][CH:3]=1.C(N(CC)CC)C.[C:26]([Si:28]([CH3:31])([CH3:30])[CH3:29])#[CH:27]. (7) Given the product [ClH:1].[Cl:1][C:2]1[CH:3]=[C:4]([CH:25]=[CH:26][C:27]=1[Cl:28])[CH2:5][CH:6]1[C:15]2[CH:14]=[C:13]([O:16][CH2:17][CH2:18][NH:19][S:33]([CH:29]3[CH2:32][CH2:31][CH2:30]3)(=[O:35])=[O:34])[CH:12]=[CH:11][C:10]=2[CH2:9][CH2:8][CH:7]1[N:20]1[CH2:24][CH2:23][CH2:22][CH2:21]1, predict the reactants needed to synthesize it. The reactants are: [Cl:1][C:2]1[CH:3]=[C:4]([CH:25]=[CH:26][C:27]=1[Cl:28])[CH2:5][CH:6]1[C:15]2[CH:14]=[C:13]([O:16][CH2:17][CH2:18][NH2:19])[CH:12]=[CH:11][C:10]=2[CH2:9][CH2:8][CH:7]1[N:20]1[CH2:24][CH2:23][CH2:22][CH2:21]1.[CH:29]1([S:33](Cl)(=[O:35])=[O:34])[CH2:32][CH2:31][CH2:30]1.Cl.